From a dataset of Forward reaction prediction with 1.9M reactions from USPTO patents (1976-2016). Predict the product of the given reaction. (1) Given the reactants Br[C:2]1[CH:7]=[CH:6][C:5]([N:8]2[CH2:13][CH2:12][N:11]([S:14]([CH:17]=[CH:18][CH2:19][CH2:20][CH2:21][C:22]3[N:27]=[CH:26][CH:25]=[CH:24][N:23]=3)(=[O:16])=[O:15])[CH2:10][CH2:9]2)=[CH:4][CH:3]=1.[S:28]1[CH:32]=[CH:31][CH:30]=[C:29]1B(O)O.C([O-])(O)=O.[Na+], predict the reaction product. The product is: [S:28]1[CH:32]=[CH:31][C:30]([C:2]2[CH:7]=[CH:6][C:5]([N:8]3[CH2:13][CH2:12][N:11]([S:14]([CH:17]=[CH:18][CH2:19][CH2:20][CH2:21][C:22]4[N:23]=[CH:24][CH:25]=[CH:26][N:27]=4)(=[O:16])=[O:15])[CH2:10][CH2:9]3)=[CH:4][CH:3]=2)=[CH:29]1. (2) Given the reactants Br[C:2]1[CH:7]=[CH:6][C:5]([S:8]([C:11]2[CH:12]=[CH:13][C:14]([NH2:17])=[N:15][CH:16]=2)(=[O:10])=[O:9])=[CH:4][C:3]=1[CH3:18].[B:19]1([B:19]2[O:23][C:22]([CH3:25])([CH3:24])[C:21]([CH3:27])([CH3:26])[O:20]2)[O:23][C:22]([CH3:25])([CH3:24])[C:21]([CH3:27])([CH3:26])[O:20]1.C([O-])(=O)C.[K+], predict the reaction product. The product is: [CH3:18][C:3]1[CH:4]=[C:5]([S:8]([C:11]2[CH:12]=[CH:13][C:14]([NH2:17])=[N:15][CH:16]=2)(=[O:10])=[O:9])[CH:6]=[CH:7][C:2]=1[B:19]1[O:23][C:22]([CH3:25])([CH3:24])[C:21]([CH3:27])([CH3:26])[O:20]1. (3) Given the reactants [OH:1][C@@:2]([C:20]1[CH:25]=[CH:24][CH:23]=[C:22]([OH:26])[CH:21]=1)([C:14]1[CH:19]=[CH:18][CH:17]=[CH:16][CH:15]=1)[C:3]([O:5][C@H]1C2CCN(CC2)C1)=[O:4].[OH-].[Na+], predict the reaction product. The product is: [OH:1][C@:2]([C:20]1[CH:25]=[CH:24][CH:23]=[C:22]([OH:26])[CH:21]=1)([C:14]1[CH:15]=[CH:16][CH:17]=[CH:18][CH:19]=1)[C:3]([OH:5])=[O:4]. (4) Given the reactants [CH3:1][O:2][C:3]([C:5]1[S:12][C:11]2[C:10](I)=[N:9][NH:8][C:7]=2[CH:6]=1)=[O:4].C(OC(OC(C)(C)C)=O)([O:16][C:17](C)(C)[CH3:18])=O, predict the reaction product. The product is: [CH3:1][O:2][C:3]([C:5]1[S:12][C:11]2[CH:10]=[N:9][N:8]([C:17](=[O:16])[CH3:18])[C:7]=2[CH:6]=1)=[O:4]. (5) The product is: [NH2:11][C:5]1[C:4]([N+:1]([O-:3])=[O:2])=[CH:9][CH:8]=[CH:7][C:6]=1[NH:10][S:18]([C:15]1[CH:16]=[CH:17][C:12]([CH3:22])=[CH:13][CH:14]=1)(=[O:20])=[O:19]. Given the reactants [N+:1]([C:4]1[C:5]([NH2:11])=[C:6]([NH2:10])[CH:7]=[CH:8][CH:9]=1)([O-:3])=[O:2].[C:12]1([CH3:22])[CH:17]=[CH:16][C:15]([S:18](Cl)(=[O:20])=[O:19])=[CH:14][CH:13]=1, predict the reaction product. (6) Given the reactants [C:1]([C:3](=[C:9]([C:16]1[CH:21]=[CH:20][CH:19]=[CH:18][CH:17]=1)[C:10]1[CH:15]=[CH:14][CH:13]=[CH:12][CH:11]=1)[C:4](OCC)=[O:5])#[N:2].C([O-])([O-])=O.[Na+].[Na+].[CH3:28][C:29]1([CH3:37])[CH2:34][CH2:33][CH2:32][CH:31]([CH3:35])[CH:30]1[OH:36], predict the reaction product. The product is: [C:1]([C:3](=[C:9]([C:16]1[CH:21]=[CH:20][CH:19]=[CH:18][CH:17]=1)[C:10]1[CH:11]=[CH:12][CH:13]=[CH:14][CH:15]=1)[C:4]([O:36][CH:30]1[CH:31]([CH3:35])[CH2:32][CH2:33][CH2:34][C:29]1([CH3:37])[CH3:28])=[O:5])#[N:2].